Dataset: Full USPTO retrosynthesis dataset with 1.9M reactions from patents (1976-2016). Task: Predict the reactants needed to synthesize the given product. (1) Given the product [CH3:1][O:2][C:3]1[CH:4]=[CH:5][C:6]([CH2:21][CH:22]2[S:26][C:25](=[O:27])[NH:24][C:23]2=[O:28])=[C:7]2[C:12]=1[N:11]([CH2:13][CH:14]1[CH2:15][CH2:16][N:17]([CH:32]3[CH2:33][CH2:34][O:29][CH2:30][CH2:31]3)[CH2:18][CH2:19]1)[C:10](=[O:20])[CH2:9][CH2:8]2, predict the reactants needed to synthesize it. The reactants are: [CH3:1][O:2][C:3]1[CH:4]=[CH:5][C:6]([CH2:21][CH:22]2[S:26][C:25](=[O:27])[NH:24][C:23]2=[O:28])=[C:7]2[C:12]=1[N:11]([CH2:13][CH:14]1[CH2:19][CH2:18][NH:17][CH2:16][CH2:15]1)[C:10](=[O:20])[CH2:9][CH2:8]2.[O:29]1[CH2:34][CH2:33][C:32](=O)[CH2:31][CH2:30]1.C(O[BH-](OC(=O)C)OC(=O)C)(=O)C.[Na+].CCN(C(C)C)C(C)C. (2) Given the product [CH3:1][O:2][C:3](=[O:11])[CH2:4][CH:5]1[CH2:6][CH2:7][CH2:8][CH2:9][CH2:10]1, predict the reactants needed to synthesize it. The reactants are: [CH3:1][O:2][C:3](=[O:11])[CH:4]=[C:5]1[CH2:10][CH2:9][CH2:8][CH2:7][CH2:6]1. (3) Given the product [NH2:6][C:5]1[CH:7]=[C:8]([C:9]([F:12])([F:11])[F:10])[C:2]([C:28]2[CH:29]=[CH:30][C:31]([S:34]([N:37]3[CH2:38][CH2:39][N:40]([C:43]([O:45][C:46]([CH3:49])([CH3:48])[CH3:47])=[O:44])[CH2:41][CH2:42]3)(=[O:36])=[O:35])=[CH:32][CH:33]=2)=[C:3]([Cl:13])[CH:4]=1, predict the reactants needed to synthesize it. The reactants are: Br[C:2]1[C:8]([C:9]([F:12])([F:11])[F:10])=[CH:7][C:5]([NH2:6])=[CH:4][C:3]=1[Cl:13].C(=O)([O-])[O-].[Na+].[Na+].CC1(C)C(C)(C)OB([C:28]2[CH:33]=[CH:32][C:31]([S:34]([N:37]3[CH2:42][CH2:41][N:40]([C:43]([O:45][C:46]([CH3:49])([CH3:48])[CH3:47])=[O:44])[CH2:39][CH2:38]3)(=[O:36])=[O:35])=[CH:30][CH:29]=2)O1.O. (4) Given the product [Br:3][C:4]1[C:8]([Cl:9])=[C:7]([CH3:10])[N:6]([CH2:25][O:23][CH2:21][CH2:20][Si:17]([CH3:19])([CH3:18])[CH3:16])[C:5]=1[C:11]([O:13][CH2:14][CH3:15])=[O:12], predict the reactants needed to synthesize it. The reactants are: [H-].[Na+].[Br:3][C:4]1[C:8]([Cl:9])=[C:7]([CH3:10])[NH:6][C:5]=1[C:11]([O:13][CH2:14][CH3:15])=[O:12].[CH3:16][Si:17]([CH:20](Cl)[C:21](=[O:23])C)([CH3:19])[CH3:18].[CH3:25]N(C=O)C.